From a dataset of Forward reaction prediction with 1.9M reactions from USPTO patents (1976-2016). Predict the product of the given reaction. (1) Given the reactants [C:1]([CH2:3]P(=O)(OCC)OCC)#[N:2].[H-].[Na+].[Cl:14][C:15]1[C:23]2[C:19](=[CH:20][N:21]([CH3:24])[N:22]=2)[C:18]([CH:25]=O)=[CH:17][CH:16]=1, predict the reaction product. The product is: [Cl:14][C:15]1[C:23]2[C:19](=[CH:20][N:21]([CH3:24])[N:22]=2)[C:18](/[CH:25]=[CH:3]/[C:1]#[N:2])=[CH:17][CH:16]=1. (2) Given the reactants [CH3:1][O:2][C:3]1[CH:8]=[CH:7][C:6]([C:9]2[S:10][CH:11]=[CH:12][C:13]=2[CH3:14])=[CH:5][N:4]=1.[Li]CCCC.[S:20](Cl)([Cl:23])(=[O:22])=[O:21], predict the reaction product. The product is: [CH3:1][O:2][C:3]1[N:4]=[CH:5][C:6]([C:9]2[S:10][C:11]([S:20]([Cl:23])(=[O:22])=[O:21])=[CH:12][C:13]=2[CH3:14])=[CH:7][CH:8]=1. (3) Given the reactants Cl[CH2:2][C:3]1[CH:7]=[C:6]([CH3:8])[O:5][N:4]=1.[CH:9]([N:12]1[CH2:17][CH2:16][CH:15]([NH:18][S:19]([CH2:22][CH2:23][NH:24][C:25]([C:27]2[S:28][C:29]([Cl:32])=[CH:30][CH:31]=2)=[O:26])(=[O:21])=[O:20])[CH2:14][CH2:13]1)([CH3:11])[CH3:10], predict the reaction product. The product is: [CH:9]([N:12]1[CH2:17][CH2:16][CH:15]([N:18]([CH2:2][C:3]2[CH:7]=[C:6]([CH3:8])[O:5][N:4]=2)[S:19]([CH2:22][CH2:23][NH:24][C:25]([C:27]2[S:28][C:29]([Cl:32])=[CH:30][CH:31]=2)=[O:26])(=[O:20])=[O:21])[CH2:14][CH2:13]1)([CH3:11])[CH3:10]. (4) Given the reactants Cl[C:2]1[N:3]=[C:4]([C:15]2[C:23]3[C:18](=[N:19][C:20]([CH3:25])=[C:21]([F:24])[CH:22]=3)[N:17]([CH2:26][C:27]3[CH:32]=[CH:31][C:30]([O:33][CH3:34])=[CH:29][CH:28]=3)[N:16]=2)[N:5]=[N:6][C:7]=1[C:8]([CH3:14])([CH3:13])[C:9](OC)=[O:10].[NH3:35], predict the reaction product. The product is: [F:24][C:21]1[CH:22]=[C:23]2[C:15]([C:4]3[N:5]=[N:6][C:7]4[C:8]([CH3:13])([CH3:14])[C:9](=[O:10])[NH:35][C:2]=4[N:3]=3)=[N:16][N:17]([CH2:26][C:27]3[CH:28]=[CH:29][C:30]([O:33][CH3:34])=[CH:31][CH:32]=3)[C:18]2=[N:19][C:20]=1[CH3:25].